The task is: Predict the product of the given reaction.. This data is from Forward reaction prediction with 1.9M reactions from USPTO patents (1976-2016). (1) Given the reactants [N+](=[CH:3][C:4]([C@@H:6]1[CH2:11][CH2:10][CH2:9][CH2:8][C@H:7]1[C:12]([O:14][CH3:15])=[O:13])=[O:5])=[N-].[ClH:16].O1CCOCC1, predict the reaction product. The product is: [Cl:16][CH2:3][C:4]([C@@H:6]1[CH2:11][CH2:10][CH2:9][CH2:8][C@H:7]1[C:12]([O:14][CH3:15])=[O:13])=[O:5]. (2) Given the reactants [CH2:1]([C:5]1[N:6]=[C:7]2[CH:22]=[CH:21][CH:20]=[CH:19][N:8]2[C:9](=[O:18])[C:10]=1[C:11]1[CH:16]=[CH:15][C:14]([OH:17])=[CH:13][CH:12]=1)[CH2:2][CH2:3][CH3:4].O[C@H:24]1[CH2:28][CH2:27][N:26]([C:29]([O:31][C:32]([CH3:35])([CH3:34])[CH3:33])=[O:30])[CH2:25]1.C1(P(C2C=CC=CC=2)C2C=CC=CC=2)C=CC=CC=1.N(C(OCC)=O)=NC(OCC)=O, predict the reaction product. The product is: [CH2:1]([C:5]1[N:6]=[C:7]2[CH:22]=[CH:21][CH:20]=[CH:19][N:8]2[C:9](=[O:18])[C:10]=1[C:11]1[CH:16]=[CH:15][C:14]([O:17][C@@H:28]2[CH2:24][CH2:25][N:26]([C:29]([O:31][C:32]([CH3:35])([CH3:34])[CH3:33])=[O:30])[CH2:27]2)=[CH:13][CH:12]=1)[CH2:2][CH2:3][CH3:4]. (3) Given the reactants [CH2:1]([N:8]1[CH2:13][CH2:12][O:11][CH:10]([C:14]([C:25]2[CH:30]=[CH:29][CH:28]=[CH:27][CH:26]=2)([OH:24])[CH2:15][C:16]2[CH:21]=[CH:20][CH:19]=[CH:18][C:17]=2OC)[CH2:9]1)[C:2]1[CH:7]=[CH:6][CH:5]=[CH:4][CH:3]=1.[CH3:31]C1C=CC=CC=1C[Mg]Br, predict the reaction product. The product is: [CH2:1]([N:8]1[CH2:13][CH2:12][O:11][CH:10]([C:14]([C:25]2[CH:30]=[CH:29][CH:28]=[CH:27][CH:26]=2)([OH:24])[CH2:15][C:16]2[CH:21]=[CH:20][CH:19]=[CH:18][C:17]=2[CH3:31])[CH2:9]1)[C:2]1[CH:3]=[CH:4][CH:5]=[CH:6][CH:7]=1. (4) Given the reactants CO[CH:3](OC)[N:4]([CH3:6])[CH3:5].[CH:9]1([C:14](=[O:20])[CH2:15][C:16]([O:18][CH3:19])=[O:17])[CH2:13][CH2:12][CH2:11][CH2:10]1, predict the reaction product. The product is: [CH:9]1([C:14]([C:15](=[CH:3][N:4]([CH3:5])[CH3:6])[C:16]([O:18][CH3:19])=[O:17])=[O:20])[CH2:10][CH2:11][CH2:12][CH2:13]1. (5) Given the reactants [CH2:1]([C:8]1[CH:9]=[C:10]([C:20]([C:22]2[C:23]([NH:28][C@H:29]3[CH2:33][C@H:32]([O:34][Si](C(C)C)(C(C)C)C(C)C)[C@@H:31]([CH2:45][OH:46])[CH2:30]3)=[N:24][CH:25]=[N:26][CH:27]=2)=[O:21])[S:11][C:12]=1[CH2:13][C:14]1[CH:19]=[CH:18][CH:17]=[CH:16][CH:15]=1)[C:2]1[CH:7]=[CH:6][CH:5]=[CH:4][CH:3]=1.C(N(CC)CC)C.Cl[S:55]([NH2:58])(=[O:57])=[O:56].Cl, predict the reaction product. The product is: [S:55](=[O:57])(=[O:56])([O:46][CH2:45][C@H:31]1[CH2:30][C@@H:29]([NH:28][C:23]2[C:22]([C:20]([C:10]3[S:11][C:12]([CH2:13][C:14]4[CH:19]=[CH:18][CH:17]=[CH:16][CH:15]=4)=[C:8]([CH2:1][C:2]4[CH:7]=[CH:6][CH:5]=[CH:4][CH:3]=4)[CH:9]=3)=[O:21])=[CH:27][N:26]=[CH:25][N:24]=2)[CH2:33][C@@H:32]1[OH:34])[NH2:58].